Dataset: Reaction yield outcomes from USPTO patents with 853,638 reactions. Task: Predict the reaction yield, written as a fraction of the theoretical maximum amount of product (1.0 means a 100% yield; for example, 0.34 means a 34% yield). (1) The reactants are [Br:1][C:2]1[CH:11]=[C:10]([Br:12])[C:9]2[C:4](=[CH:5][CH:6]=[CH:7][CH:8]=2)[C:3]=1[NH2:13].Br[CH2:15][CH2:16][CH2:17][CH2:18]Br.C(N(CC)C(C)C)(C)C. The catalyst is C1(C)C=CC=CC=1. The product is [Br:1][C:2]1[CH:11]=[C:10]([Br:12])[C:9]2[C:4](=[CH:5][CH:6]=[CH:7][CH:8]=2)[C:3]=1[N:13]1[CH2:18][CH2:17][CH2:16][CH2:15]1. The yield is 0.560. (2) The reactants are C(O)(C)C.C([O:7][C:8](=O)[C:9]1[CH:14]=[CH:13][CH:12]=[N:11][C:10]=1[NH:15][CH2:16][C:17]1[CH:22]=[CH:21][C:20]([F:23])=[C:19]([F:24])[CH:18]=1)C.O.[NH2:27][NH2:28]. The catalyst is C(OCC)(=O)C. The product is [F:24][C:19]1[CH:18]=[C:17]([CH:22]=[CH:21][C:20]=1[F:23])[CH2:16][NH:15][C:10]1[N:11]=[CH:12][CH:13]=[CH:14][C:9]=1[C:8]([NH:27][NH2:28])=[O:7]. The yield is 0.900.